Dataset: NCI-60 drug combinations with 297,098 pairs across 59 cell lines. Task: Regression. Given two drug SMILES strings and cell line genomic features, predict the synergy score measuring deviation from expected non-interaction effect. (1) Drug 1: C1=CC(=CC=C1CC(C(=O)O)N)N(CCCl)CCCl.Cl. Drug 2: N.N.Cl[Pt+2]Cl. Cell line: U251. Synergy scores: CSS=29.0, Synergy_ZIP=-4.81, Synergy_Bliss=1.89, Synergy_Loewe=-3.70, Synergy_HSA=1.77. (2) Drug 1: C1=CC(=CC=C1CC(C(=O)O)N)N(CCCl)CCCl.Cl. Drug 2: CN1C(=O)N2C=NC(=C2N=N1)C(=O)N. Cell line: HOP-62. Synergy scores: CSS=19.4, Synergy_ZIP=0.141, Synergy_Bliss=10.8, Synergy_Loewe=-6.72, Synergy_HSA=3.47.